From a dataset of Retrosynthesis with 50K atom-mapped reactions and 10 reaction types from USPTO. Predict the reactants needed to synthesize the given product. (1) Given the product COC1=CC(=O)C(CCC(C)C)(OCc2ccccc2)c2ccccc21, predict the reactants needed to synthesize it. The reactants are: BrCc1ccccc1.COC1=CC(=O)C(O)(CCC(C)C)c2ccccc21. (2) Given the product CCCC(=O)c1cnc2c(COC(=O)c3ccc(OC)cc3)cccc2c1Nc1ccc(O)cc1C, predict the reactants needed to synthesize it. The reactants are: CCCC(=O)c1cnc2c(COC(=O)c3ccc(OC)cc3)cccc2c1Cl.Cc1cc(O)ccc1N. (3) Given the product COC(=O)c1ccc(F)cc1Oc1cnc(NC(=O)OC(C)(C)C)c(F)c1, predict the reactants needed to synthesize it. The reactants are: CC(C)(C)OC(N)=O.COC(=O)c1ccc(F)cc1Oc1cnc(Cl)c(F)c1. (4) Given the product CCOC(=O)C=CC(C)(C)c1ccc(Cl)cc1, predict the reactants needed to synthesize it. The reactants are: CC(C)(C=O)c1ccc(Cl)cc1.CCOC(=O)CP(=O)(OCC)OCC. (5) Given the product C#CCOC(=O)C(C)(C)Br, predict the reactants needed to synthesize it. The reactants are: C#CCO.CC(C)(Br)C(=O)O.